This data is from Forward reaction prediction with 1.9M reactions from USPTO patents (1976-2016). The task is: Predict the product of the given reaction. (1) Given the reactants C(OC1C(F)=CC(Br)=C2C=1C([CH2:21][C:22]([OH:24])=[O:23])=CN2C)C1C=CC=CC=1.[Br:25][C:26]1[CH:27]=[C:28]2[O:41][CH2:40][CH2:39][O:38][C:29]2=[C:30]2[C:34]=1[N:33]([CH2:35][CH2:36][CH3:37])[CH:32]=[CH:31]2, predict the reaction product. The product is: [Br:25][C:26]1[CH:27]=[C:28]2[O:41][CH2:40][CH2:39][O:38][C:29]2=[C:30]2[C:34]=1[N:33]([CH2:35][CH2:36][CH3:37])[CH:32]=[C:31]2[CH2:21][C:22]([OH:24])=[O:23]. (2) Given the reactants [NH2:1][C:2]1[N:6]([C:7]2[CH:8]=[C:9]([CH:16]=[CH:17][C:18]=2[CH3:19])[C:10]([NH:12][CH:13]2[CH2:15][CH2:14]2)=[O:11])[N:5]=[CH:4][C:3]=1[C:20](=[O:29])[C:21]1[CH:26]=[CH:25][CH:24]=[C:23]([CH:27]=[O:28])[CH:22]=1.OO.[O-:32]Cl=O.[Na+].[O-]S([O-])=O.[Na+].[Na+], predict the reaction product. The product is: [NH2:1][C:2]1[N:6]([C:7]2[CH:8]=[C:9]([C:10](=[O:11])[NH:12][CH:13]3[CH2:15][CH2:14]3)[CH:16]=[CH:17][C:18]=2[CH3:19])[N:5]=[CH:4][C:3]=1[C:20]([C:21]1[CH:22]=[C:23]([CH:24]=[CH:25][CH:26]=1)[C:27]([OH:32])=[O:28])=[O:29]. (3) Given the reactants C(O[C:4]([C:6]1([CH2:12][CH2:13]OC)[CH2:11][CH2:10][NH:9][CH2:8][CH2:7]1)=[O:5])C.[F:16][C:17]([F:30])([F:29])[O:18][C:19]1[CH:24]=[CH:23][CH:22]=[CH:21][C:20]=1[S:25](Cl)(=[O:27])=[O:26].[CH3:31][O:32][CH2:33][CH2:34][C:35]1[CH:40]=[CH:39][C:38]([NH2:41])=[CH:37][CH:36]=1, predict the reaction product. The product is: [CH3:31][O:32][CH2:33][CH2:34][C:35]1[CH:40]=[CH:39][C:38]([N:41]2[CH2:13][CH2:12][C:6]3([CH2:7][CH2:8][N:9]([S:25]([C:20]4[CH:21]=[CH:22][CH:23]=[CH:24][C:19]=4[O:18][C:17]([F:30])([F:29])[F:16])(=[O:27])=[O:26])[CH2:10][CH2:11]3)[C:4]2=[O:5])=[CH:37][CH:36]=1.